From a dataset of Forward reaction prediction with 1.9M reactions from USPTO patents (1976-2016). Predict the product of the given reaction. (1) The product is: [C:1]([O:5][C:6]([N:8]1[CH2:26][CH2:25][CH2:24][C@@:11]2([O:15][C:14](=[O:16])[N:13]([C:17]3[CH:18]=[N:19][C:20]([NH:23][C:36]4[N:37]=[CH:38][C:33]5[CH:32]=[C:31]([C:29](=[O:30])[N:28]([CH3:27])[CH3:46])[N:40]([CH:41]6[CH2:45][CH2:44][CH2:43][CH2:42]6)[C:34]=5[N:35]=4)=[CH:21][CH:22]=3)[CH2:12]2)[CH2:10][CH2:9]1)=[O:7])([CH3:4])([CH3:2])[CH3:3]. Given the reactants [C:1]([O:5][C:6]([N:8]1[CH2:26][CH2:25][CH2:24][C@@:11]2([O:15][C:14](=[O:16])[N:13]([C:17]3[CH:18]=[N:19][C:20]([NH2:23])=[CH:21][CH:22]=3)[CH2:12]2)[CH2:10][CH2:9]1)=[O:7])([CH3:4])([CH3:3])[CH3:2].[CH3:27][N:28]([CH3:46])[C:29]([C:31]1[N:40]([CH:41]2[CH2:45][CH2:44][CH2:43][CH2:42]2)[C:34]2[N:35]=[C:36](Cl)[N:37]=[CH:38][C:33]=2[CH:32]=1)=[O:30], predict the reaction product. (2) Given the reactants [CH3:1][C:2]1[C:7]([O:8][C@@H:9]2[C@H:13]3[O:14][CH2:15][C@H:16]([NH2:17])[C@H:12]3[O:11][CH2:10]2)=[CH:6][CH:5]=[CH:4][N:3]=1.[C:18](N1C=CN=C1)(N1C=CN=C1)=[O:19].[NH2:30][C@H:31]1[CH2:36][CH2:35][O:34][CH2:33][C@H:32]1[O:37][CH3:38], predict the reaction product. The product is: [CH3:38][O:37][C@@H:32]1[C@H:31]([NH:30][C:18]([NH:17][C@H:16]2[CH2:15][O:14][C@@H:13]3[C@@H:9]([O:8][C:7]4[C:2]([CH3:1])=[N:3][CH:4]=[CH:5][CH:6]=4)[CH2:10][O:11][C@H:12]23)=[O:19])[CH2:36][CH2:35][O:34][CH2:33]1. (3) Given the reactants [P:1]([O:4][CH:5]([CH3:9])C([O-])=O)(=[O:3])=[O:2].S(Cl)(Cl)=O.C1(O)C=CC=CC=1.N1[CH:26]=[CH:25][CH:24]=[CH:23][CH:22]=1.[C:27]1([CH3:33])[CH:32]=[CH:31][CH:30]=[CH:29][CH:28]=1, predict the reaction product. The product is: [CH2:5]([O:4][PH:1](=[O:2])[O:3][CH2:33][C:27]1[CH:32]=[CH:31][CH:30]=[CH:29][CH:28]=1)[C:9]1[CH:26]=[CH:25][CH:24]=[CH:23][CH:22]=1. (4) Given the reactants [CH:1]1([NH:6][CH2:7][CH2:8][CH2:9][CH2:10][C:11]2[CH:16]=[CH:15][C:14]([C:17]([C:19]3[N:27]4[C:22]([CH:23]=[C:24]([C:28]([O:30][CH:31]([CH3:33])[CH3:32])=[O:29])[CH:25]=[CH:26]4)=[CH:21][C:20]=3[CH2:34][CH3:35])=[O:18])=[CH:13][CH:12]=2)[CH2:5][CH2:4][CH2:3][CH2:2]1.[CH3:36][C:37]([O:40][C:41](O[C:41]([O:40][C:37]([CH3:39])([CH3:38])[CH3:36])=[O:42])=[O:42])([CH3:39])[CH3:38], predict the reaction product. The product is: [C:37]([O:40][C:41]([N:6]([CH:1]1[CH2:5][CH2:4][CH2:3][CH2:2]1)[CH2:7][CH2:8][CH2:9][CH2:10][C:11]1[CH:12]=[CH:13][C:14]([C:17]([C:19]2[N:27]3[C:22]([CH:23]=[C:24]([C:28]([O:30][CH:31]([CH3:32])[CH3:33])=[O:29])[CH:25]=[CH:26]3)=[CH:21][C:20]=2[CH2:34][CH3:35])=[O:18])=[CH:15][CH:16]=1)=[O:42])([CH3:39])([CH3:38])[CH3:36]. (5) Given the reactants Cl.[CH3:2][O:3][CH2:4][CH2:5][CH:6]1[CH2:11][CH2:10][NH:9][CH2:8][CH2:7]1.[OH-].[Na+].Br[CH2:15][CH2:16][CH2:17][Cl:18], predict the reaction product. The product is: [Cl:18][CH2:17][CH2:16][CH2:15][N:9]1[CH2:10][CH2:11][CH:6]([CH2:5][CH2:4][O:3][CH3:2])[CH2:7][CH2:8]1. (6) Given the reactants Br[C:2]1[C:11]2[C:6](=[CH:7][CH:8]=[CH:9][CH:10]=2)[C:5]([CH3:12])=[C:4]([N:13]([CH2:28][C:29]2[CH:34]=[CH:33][C:32]([O:35][C:36]([F:39])([F:38])[F:37])=[CH:31][CH:30]=2)[S:14]([C:17]2[CH:27]=[CH:26][C:20]([C:21]([O:23][CH2:24][CH3:25])=[O:22])=[CH:19][CH:18]=2)(=[O:16])=[O:15])[N:3]=1.[CH:40](OB(O)O)=[CH:41][CH3:42], predict the reaction product. The product is: [CH3:12][C:5]1[C:6]2[C:11](=[CH:10][CH:9]=[CH:8][CH:7]=2)[C:2](/[CH:40]=[CH:41]/[CH3:42])=[N:3][C:4]=1[N:13]([CH2:28][C:29]1[CH:30]=[CH:31][C:32]([O:35][C:36]([F:38])([F:37])[F:39])=[CH:33][CH:34]=1)[S:14]([C:17]1[CH:27]=[CH:26][C:20]([C:21]([O:23][CH2:24][CH3:25])=[O:22])=[CH:19][CH:18]=1)(=[O:15])=[O:16]. (7) Given the reactants [CH3:1][O:2][C:3](=[O:17])[C:4]([CH3:16])([CH3:15])[CH2:5][C:6]1[CH:11]=[C:10]([CH3:12])[C:9]([OH:13])=[CH:8][C:7]=1[CH3:14].[Br:18][CH2:19][CH2:20]Br.C(=O)([O-])[O-].[Cs+].[Cs+], predict the reaction product. The product is: [CH3:1][O:2][C:3](=[O:17])[C:4]([CH3:15])([CH3:16])[CH2:5][C:6]1[CH:11]=[C:10]([CH3:12])[C:9]([O:13][CH2:20][CH2:19][Br:18])=[CH:8][C:7]=1[CH3:14]. (8) Given the reactants [C:1]([C:3]1[CH:4]=[C:5]([F:31])[C:6]([N:14]2[CH2:19][CH2:18][CH2:17][C@H:16]([NH:20]C(=O)OCC3C=CC=CC=3)[CH2:15]2)=[C:7]2[C:11]=1[NH:10][C:9]([CH3:12])=[C:8]2[CH3:13])#[N:2].S(=O)(=O)(O)[OH:33].[OH-].[Na+], predict the reaction product. The product is: [NH2:20][C@H:16]1[CH2:17][CH2:18][CH2:19][N:14]([C:6]2[C:5]([F:31])=[CH:4][C:3]([C:1]([NH2:2])=[O:33])=[C:11]3[C:7]=2[C:8]([CH3:13])=[C:9]([CH3:12])[NH:10]3)[CH2:15]1. (9) The product is: [Cl:30][C:24]1[CH:25]=[N:26][CH:27]=[C:28]([Cl:29])[C:23]=1[NH:22][C:16]1[C:15]2[C:20](=[C:11]([O:10][CH2:9][CH2:8][CH2:7][OH:3])[C:12]([O:31][CH3:32])=[CH:13][CH:14]=2)[O:19][C:18](=[O:21])[CH:17]=1. Given the reactants C([O-])(=[O:3])C.[K+].Br[CH2:7][CH2:8][CH2:9][O:10][C:11]1[C:12]([O:31][CH3:32])=[CH:13][CH:14]=[C:15]2[C:20]=1[O:19][C:18](=[O:21])[CH:17]=[C:16]2[NH:22][C:23]1[C:28]([Cl:29])=[CH:27][N:26]=[CH:25][C:24]=1[Cl:30], predict the reaction product.